Predict the product of the given reaction. From a dataset of Forward reaction prediction with 1.9M reactions from USPTO patents (1976-2016). (1) The product is: [ClH:23].[ClH:23].[NH2:15][C:10]1([C:8]([N:5]2[CH2:6][CH2:7][N:2]([CH3:1])[CH2:3][CH2:4]2)=[O:9])[CH2:14][CH2:13][CH2:12][CH2:11]1. Given the reactants [CH3:1][N:2]1[CH2:7][CH2:6][N:5]([C:8]([C:10]2([NH:15]C(=O)OC(C)(C)C)[CH2:14][CH2:13][CH2:12][CH2:11]2)=[O:9])[CH2:4][CH2:3]1.[ClH:23], predict the reaction product. (2) Given the reactants [C:1](Cl)([Cl:3])=[O:2].[CH2:5]1[O:13][C:12]2[C:7](=[CH:8][C:9]([N+:17]([O-:19])=[O:18])=[C:10]([CH:14]([OH:16])[CH3:15])[CH:11]=2)[O:6]1.CCCCCC, predict the reaction product. The product is: [Cl:3][C:1]([O:16][CH:14]([C:10]1[CH:11]=[C:12]2[O:13][CH2:5][O:6][C:7]2=[CH:8][C:9]=1[N+:17]([O-:19])=[O:18])[CH3:15])=[O:2]. (3) Given the reactants [CH3:1][NH2:2].[C:3]([C:5]1[CH:10]=[CH:9][C:8]([S:11](Cl)(=[O:13])=[O:12])=[CH:7][CH:6]=1)#[N:4], predict the reaction product. The product is: [C:3]([C:5]1[CH:10]=[CH:9][C:8]([S:11]([NH:2][CH3:1])(=[O:13])=[O:12])=[CH:7][CH:6]=1)#[N:4]. (4) Given the reactants [C:1]1([C:23]2[CH:28]=[CH:27][CH:26]=[CH:25][CH:24]=2)[CH:6]=[CH:5][C:4]([CH2:7][C@@H:8]([NH:15][C:16]([O:18][C:19]([CH3:22])([CH3:21])[CH3:20])=[O:17])[CH2:9][C@@H:10]([CH3:14])[C:11]([OH:13])=[O:12])=[CH:3][CH:2]=1.S(Br)([Br:31])=O.[CH2:33](O)[CH3:34], predict the reaction product. The product is: [BrH:31].[CH2:33]([O:13][C:11](=[O:12])[C@H:10]([CH3:14])[CH2:9][C@H:8]([NH2:15])[CH2:7][C:4]1[CH:5]=[CH:6][C:1]([C:23]2[CH:24]=[CH:25][CH:26]=[CH:27][CH:28]=2)=[CH:2][CH:3]=1)[CH3:34].[C:1]1([C:23]2[CH:24]=[CH:25][CH:26]=[CH:27][CH:28]=2)[CH:2]=[CH:3][C:4]([CH2:7][C@@H:8]([NH:15][C:16]([O:18][C:19]([CH3:22])([CH3:20])[CH3:21])=[O:17])[CH2:9][C@@H:10]([CH3:14])[C:11]([OH:13])=[O:12])=[CH:5][CH:6]=1. (5) Given the reactants CC1C=CC(S(O[C@H:12]2[CH2:15][C@@H:14]([NH:16][C:17]([O:19][CH2:20][C:21]3[CH:26]=[CH:25][CH:24]=[CH:23][CH:22]=3)=[O:18])[CH2:13]2)(=O)=O)=CC=1.[O:27]1[CH2:32][C:31](=[O:33])[NH:30][C:29]2N=[CH:35][CH:36]=[CH:37][C:28]1=2.[C:38](=O)([O-])[O-].[K+].[K+], predict the reaction product. The product is: [O:33]=[C:31]1[CH2:32][O:27][C:28]2[CH:37]=[CH:36][CH:35]=[CH:38][C:29]=2[N:30]1[C@H:12]1[CH2:13][C@H:14]([NH:16][C:17](=[O:18])[O:19][CH2:20][C:21]2[CH:22]=[CH:23][CH:24]=[CH:25][CH:26]=2)[CH2:15]1. (6) Given the reactants [Br:1][C:2]1[C:7]([CH3:8])=[CH:6][C:5](Br)=[C:4]([CH3:10])[N:3]=1.C([Mg]Cl)(C)C.CN(C)[CH:18]=[O:19].O, predict the reaction product. The product is: [Br:1][C:2]1[N:3]=[C:4]([CH3:10])[C:5]([CH:18]=[O:19])=[CH:6][C:7]=1[CH3:8]. (7) Given the reactants [NH:1]1[C:5]2[CH:6]=[CH:7][C:8]([NH2:10])=[CH:9][C:4]=2[N:3]=[CH:2]1.[N:11]1[C:20]2[C:15](=[CH:16][CH:17]=[CH:18][CH:19]=2)[CH:14]=[C:13]([CH:21]=O)[CH:12]=1.C([O:25][C:26](=O)[C:27](=[O:38])[CH2:28][C:29]1[C:37]2[C:32](=[CH:33][CH:34]=[CH:35][CH:36]=2)[NH:31][CH:30]=1)C, predict the reaction product. The product is: [NH:1]1[C:5]2[CH:6]=[CH:7][C:8]([N:10]3[CH:21]([C:13]4[CH:12]=[N:11][C:20]5[C:15]([CH:14]=4)=[CH:16][CH:17]=[CH:18][CH:19]=5)[C:28]([C:29]4[C:37]5[C:32](=[CH:33][CH:34]=[CH:35][CH:36]=5)[NH:31][CH:30]=4)=[C:27]([OH:38])[C:26]3=[O:25])=[CH:9][C:4]=2[N:3]=[CH:2]1. (8) Given the reactants [F:1][C:2]1[CH:7]=[CH:6][CH:5]=[C:4]([F:8])[C:3]=1[C:9]1[CH:10]=[C:11]([CH:18]=[CH:19][N:20]=1)[C:12](N(OC)C)=[O:13].CC(C[AlH]CC(C)C)C, predict the reaction product. The product is: [F:1][C:2]1[CH:7]=[CH:6][CH:5]=[C:4]([F:8])[C:3]=1[C:9]1[CH:10]=[C:11]([CH:12]=[O:13])[CH:18]=[CH:19][N:20]=1. (9) Given the reactants C(O[C:6](=[O:30])[NH:7][CH2:8][C@H:9]1[CH2:14][CH2:13][C@H:12]([CH2:15][NH:16][C:17]2[N:26]=[C:25]([N:27]([CH3:29])[CH3:28])[C:24]3[C:19](=[CH:20][CH:21]=[CH:22][CH:23]=3)[N:18]=2)[CH2:11][CH2:10]1)(C)(C)C.Cl.C(N(C(C)C)CC)(C)C.[F:41][C:42]([F:54])([F:53])[O:43][C:44]1[CH:52]=[CH:51][CH:50]=[CH:49][C:45]=1C(Cl)=O, predict the reaction product. The product is: [CH3:28][N:27]([CH3:29])[C:25]1[C:24]2[C:19](=[CH:20][CH:21]=[CH:22][CH:23]=2)[N:18]=[C:17]([NH:16][CH2:15][C@H:12]2[CH2:11][CH2:10][C@H:9]([CH2:8][NH:7][C:6](=[O:30])[C:45]3[CH:49]=[CH:50][CH:51]=[CH:52][C:44]=3[O:43][C:42]([F:41])([F:54])[F:53])[CH2:14][CH2:13]2)[N:26]=1.